This data is from Peptide-MHC class II binding affinity with 134,281 pairs from IEDB. The task is: Regression. Given a peptide amino acid sequence and an MHC pseudo amino acid sequence, predict their binding affinity value. This is MHC class II binding data. The peptide sequence is LWSPRERLVLTLGAA. The MHC is DRB1_0801 with pseudo-sequence DRB1_0801. The binding affinity (normalized) is 0.516.